This data is from Catalyst prediction with 721,799 reactions and 888 catalyst types from USPTO. The task is: Predict which catalyst facilitates the given reaction. (1) Reactant: [C:1]([C:5]1[C:13]2[C:8](=[CH:9][C:10]([N+:18]([O-])=O)=[C:11]([C:14]([F:17])([F:16])[F:15])[CH:12]=2)[NH:7][CH:6]=1)([CH3:4])([CH3:3])[CH3:2].O.O.Cl[Sn]Cl.C(O)C. Product: [C:1]([C:5]1[C:13]2[C:8](=[CH:9][C:10]([NH2:18])=[C:11]([C:14]([F:15])([F:16])[F:17])[CH:12]=2)[NH:7][CH:6]=1)([CH3:4])([CH3:2])[CH3:3]. The catalyst class is: 25. (2) Reactant: [Br:1][C:2]1[CH:3]=[CH:4][C:5]([CH:12](Br)[CH3:13])=[C:6]([CH:11]=1)[C:7]([O:9]C)=O.[CH3:15][O:16][C:17]1[CH:22]=[CH:21][C:20]([C@H:23]([NH2:25])[CH3:24])=[CH:19][CH:18]=1.C(N(CC)CC)C. Product: [Br:1][C:2]1[CH:11]=[C:6]2[C:5]([CH:12]([CH3:13])[N:25]([C@@H:23]([C:20]3[CH:21]=[CH:22][C:17]([O:16][CH3:15])=[CH:18][CH:19]=3)[CH3:24])[C:7]2=[O:9])=[CH:4][CH:3]=1. The catalyst class is: 5. (3) Reactant: [F:1][C:2]1[CH:7]=[CH:6][C:5]([NH:8][C:9]2[CH:14]=[CH:13][N:12]=[C:11]([NH:15][C:16]3[CH:21]=[CH:20][C:19]([S:22]([N:25]([CH3:32])[CH:26]4[CH2:31][CH2:30][NH:29][CH2:28][CH2:27]4)(=[O:24])=[O:23])=[CH:18][CH:17]=3)[N:10]=2)=[CH:4][CH:3]=1.[CH3:33][CH:34]([CH3:38])[CH2:35][CH:36]=O. Product: [F:1][C:2]1[CH:7]=[CH:6][C:5]([NH:8][C:9]2[CH:14]=[CH:13][N:12]=[C:11]([NH:15][C:16]3[CH:17]=[CH:18][C:19]([S:22]([N:25]([CH3:32])[CH:26]4[CH2:31][CH2:30][N:29]([CH2:36][CH2:35][CH:34]([CH3:38])[CH3:33])[CH2:28][CH2:27]4)(=[O:23])=[O:24])=[CH:20][CH:21]=3)[N:10]=2)=[CH:4][CH:3]=1. The catalyst class is: 1. (4) Reactant: CN(C)/N=[C:4](\[C:24]([F:27])([F:26])[F:25])/[CH2:5][C:6]([NH:17][S@@:18]([C:20]([CH3:23])([CH3:22])[CH3:21])=[O:19])([C:9]1[CH:14]=[CH:13][CH:12]=[C:11]([CH3:15])[C:10]=1[F:16])[CH2:7][F:8].Cl.C([O:32]CC)C. Product: [CH3:21][C:20]([S@:18]([NH:17][C@:6]([C:9]1[CH:14]=[CH:13][CH:12]=[C:11]([CH3:15])[C:10]=1[F:16])([CH2:5][C:4](=[O:32])[C:24]([F:27])([F:26])[F:25])[CH2:7][F:8])=[O:19])([CH3:23])[CH3:22]. The catalyst class is: 127. (5) Product: [Br:1][C:2]1[N:7]=[C:6]([C:8]([O:10][CH3:11])=[O:9])[C:5]([O:12][CH3:15])=[CH:4][CH:3]=1. Reactant: [Br:1][C:2]1[N:7]=[C:6]([C:8]([O:10][CH3:11])=[O:9])[C:5]([OH:12])=[CH:4][CH:3]=1.CI.[C:15]([O-])([O-])=O.[K+].[K+]. The catalyst class is: 3. (6) Reactant: [CH2:1]([C:8]1[CH:9]=[C:10]([C:14](=[O:42])[CH2:15][C:16]([C:18]2[N:19]=[CH:20][N:21](C(C3C=CC=CC=3)(C3C=CC=CC=3)C3C=CC=CC=3)[CH:22]=2)=[O:17])[CH:11]=[CH:12][CH:13]=1)[C:2]1[CH:7]=[CH:6][CH:5]=[CH:4][CH:3]=1.FC(F)(F)C(O)=O.C([SiH](CC)CC)C. Product: [CH2:1]([C:8]1[CH:9]=[C:10]([C:14](=[O:42])[CH2:15][C:16]([C:18]2[N:19]=[CH:20][NH:21][CH:22]=2)=[O:17])[CH:11]=[CH:12][CH:13]=1)[C:2]1[CH:7]=[CH:6][CH:5]=[CH:4][CH:3]=1. The catalyst class is: 4.